Dataset: Catalyst prediction with 721,799 reactions and 888 catalyst types from USPTO. Task: Predict which catalyst facilitates the given reaction. Reactant: [CH3:1][O:2][C:3](=[O:21])[CH2:4][CH2:5][CH2:6][CH2:7][CH2:8][CH2:9][CH:10]([OH:20])[C:11](=[O:19])[NH:12][C:13]1[CH:18]=[CH:17][CH:16]=[CH:15][CH:14]=1.[CH3:22]I. Product: [CH3:1][O:2][C:3](=[O:21])[CH2:4][CH2:5][CH2:6][CH2:7][CH2:8][CH2:9][CH:10]([O:20][CH3:22])[C:11](=[O:19])[NH:12][C:13]1[CH:18]=[CH:17][CH:16]=[CH:15][CH:14]=1. The catalyst class is: 23.